Task: Predict the product of the given reaction.. Dataset: Forward reaction prediction with 1.9M reactions from USPTO patents (1976-2016) (1) Given the reactants [CH3:1][O:2][C:3](=[O:48])[CH2:4][CH2:5][C:6]1[C:11]([O:12][CH2:13][CH2:14][CH2:15][C:16]([O:18]C(C)(C)C)=[O:17])=[CH:10][CH:9]=[CH:8][C:7]=1[CH2:23][CH2:24][CH2:25][CH2:26][CH2:27][CH2:28][O:29][C:30]1[CH:35]=[C:34]([C:36]2[CH:41]=[CH:40][CH:39]=[CH:38][CH:37]=2)[CH:33]=[C:32]([C:42]2[CH:47]=[CH:46][CH:45]=[CH:44][CH:43]=2)[N:31]=1.C1(OC)C=CC=CC=1.C(#N)C, predict the reaction product. The product is: [CH3:1][O:2][C:3](=[O:48])[CH2:4][CH2:5][C:6]1[C:11]([O:12][CH2:13][CH2:14][CH2:15][C:16]([OH:18])=[O:17])=[CH:10][CH:9]=[CH:8][C:7]=1[CH2:23][CH2:24][CH2:25][CH2:26][CH2:27][CH2:28][O:29][C:30]1[CH:35]=[C:34]([C:36]2[CH:37]=[CH:38][CH:39]=[CH:40][CH:41]=2)[CH:33]=[C:32]([C:42]2[CH:43]=[CH:44][CH:45]=[CH:46][CH:47]=2)[N:31]=1. (2) Given the reactants [Cl:1][C:2]1[CH:3]=[CH:4][C:5]([C:28]([F:31])([F:30])[F:29])=[C:6]([CH:27]=1)[CH2:7][N:8]1[CH2:13][CH2:12][NH:11][C:10]2[N:14]=[CH:15][C:16]([C:18]3[CH:26]=[CH:25][C:21]([C:22](O)=[O:23])=[CH:20][CH:19]=3)=[CH:17][C:9]1=2.[CH3:32][NH:33][CH2:34][C:35]1[CH:40]=[CH:39][CH:38]=[CH:37][C:36]=1[O:41][CH3:42], predict the reaction product. The product is: [Cl:1][C:2]1[CH:3]=[CH:4][C:5]([C:28]([F:31])([F:29])[F:30])=[C:6]([CH:27]=1)[CH2:7][N:8]1[CH2:13][CH2:12][NH:11][C:10]2[N:14]=[CH:15][C:16]([C:18]3[CH:19]=[CH:20][C:21]([C:22]([N:33]([CH2:34][C:35]4[CH:40]=[CH:39][CH:38]=[CH:37][C:36]=4[O:41][CH3:42])[CH3:32])=[O:23])=[CH:25][CH:26]=3)=[CH:17][C:9]1=2. (3) Given the reactants [CH:1](=O)[C:2]([CH3:4])=O.[NH2:6][CH2:7][CH2:8][NH:9][CH2:10][CH2:11][NH:12][CH2:13][CH2:14][NH2:15].N1[C:20]2C=CC=C[C:19]=2N=N1.C(C=O)=O.[BH4-].[Na+], predict the reaction product. The product is: [CH3:4][C:2]12[CH:1]3[N:6]4[CH2:19][CH2:20][N:15]3[CH2:14][CH2:13][N:12]1[CH2:11][CH2:10][N:9]2[CH2:8][CH2:7]4. (4) Given the reactants [Cl:1][C:2]1[CH:6]=[CH:5][N:4]([CH2:7][CH3:8])[N:3]=1.[Cl:9][S:10](O)(=[O:12])=[O:11], predict the reaction product. The product is: [Cl:1][C:2]1[C:6]([S:10]([Cl:9])(=[O:12])=[O:11])=[CH:5][N:4]([CH2:7][CH3:8])[N:3]=1.